This data is from Catalyst prediction with 721,799 reactions and 888 catalyst types from USPTO. The task is: Predict which catalyst facilitates the given reaction. (1) Reactant: BrC[C:3]1[CH:8]=[CH:7][C:6]([C:9]#[N:10])=[CH:5][CH:4]=1.Cl.[C:12]([O:16][C:17](=[O:21])[CH2:18][NH:19][CH3:20])([CH3:15])([CH3:14])[CH3:13].[C:22](=O)([O-])[O-].[K+].[K+]. Product: [C:9]([C:6]1[CH:7]=[CH:8][C:3]([CH2:20][N:19]([CH3:22])[CH2:18][C:17]([O:16][C:12]([CH3:15])([CH3:14])[CH3:13])=[O:21])=[CH:4][CH:5]=1)#[N:10]. The catalyst class is: 21. (2) Reactant: [OH:1][CH2:2][C:3]([C:6]1[CH:10]=[C:9]([NH:11][C:12](=[O:26])[C:13]([CH3:25])([S:15]([CH2:18][CH:19]2[CH2:24][CH2:23][O:22][CH2:21][CH2:20]2)(=[O:17])=[O:16])[CH3:14])[O:8][N:7]=1)([CH3:5])[CH3:4].[H-].[Na+].[CH3:29]I. Product: [CH3:29][O:1][CH2:2][C:3]([C:6]1[CH:10]=[C:9]([NH:11][C:12](=[O:26])[C:13]([CH3:14])([S:15]([CH2:18][CH:19]2[CH2:24][CH2:23][O:22][CH2:21][CH2:20]2)(=[O:17])=[O:16])[CH3:25])[O:8][N:7]=1)([CH3:5])[CH3:4]. The catalyst class is: 1. (3) Reactant: [NH2:1][C:2]([C:4]1[NH:8][CH:7]=[N:6][C:5]=1[NH:9][CH2:10][C:11]1[C:19]2[C:14](=[CH:15][CH:16]=[C:17]([Cl:20])[CH:18]=2)[N:13]([C:21]([O:23][C:24]([CH3:27])([CH3:26])[CH3:25])=[O:22])[CH:12]=1)=[O:3].C(N=[C:37]=[S:38])(=O)C1C=CC=CC=1. Product: [Cl:20][C:17]1[CH:18]=[C:19]2[C:14](=[CH:15][CH:16]=1)[N:13]([C:21]([O:23][C:24]([CH3:27])([CH3:26])[CH3:25])=[O:22])[CH:12]=[C:11]2[CH2:10][N:9]1[C:5]2[N:6]=[CH:7][NH:8][C:4]=2[C:2](=[O:3])[NH:1][C:37]1=[S:38]. The catalyst class is: 2. (4) Product: [C:46]([C:43]1[CH:42]=[CH:41][C:40]([C:39]2[C:30]([C:27]3[CH:26]=[CH:25][C:24]([C:12]4[C:11]([C:8]5[CH:7]=[CH:6][C:5]([C:1]([CH3:4])([CH3:3])[CH3:2])=[CH:10][CH:9]=5)=[N:20][C:19]5[C:14](=[CH:15][CH:16]=[CH:17][C:18]=5[NH2:21])[N:13]=4)=[CH:29][CH:28]=3)=[N:31][C:32]3[C:37]([N:38]=2)=[C:36]([NH2:50])[CH:35]=[CH:34][CH:33]=3)=[CH:45][CH:44]=1)([CH3:49])([CH3:48])[CH3:47]. The catalyst class is: 1. Reactant: [C:1]([C:5]1[CH:10]=[CH:9][C:8]([C:11]2[C:12]([C:24]3[CH:29]=[CH:28][C:27]([C:30]4[C:39]([C:40]5[CH:45]=[CH:44][C:43]([C:46]([CH3:49])([CH3:48])[CH3:47])=[CH:42][CH:41]=5)=[N:38][C:37]5[C:32](=[CH:33][CH:34]=[CH:35][C:36]=5[N+:50]([O-])=O)[N:31]=4)=[CH:26][CH:25]=3)=[N:13][C:14]3[C:19]([N:20]=2)=[C:18]([N+:21]([O-])=O)[CH:17]=[CH:16][CH:15]=3)=[CH:7][CH:6]=1)([CH3:4])([CH3:3])[CH3:2].[H][H]. (5) Reactant: [O:1]1[CH2:6][CH2:5][C:4](=O)[CH2:3][CH2:2]1.[NH:8](C(OC(C)(C)C)=O)[NH2:9].[ClH:17].O1CCOCC1. Product: [ClH:17].[O:1]1[CH2:6][CH2:5][CH:4]([NH:8][NH2:9])[CH2:3][CH2:2]1. The catalyst class is: 6. (6) Reactant: [CH2:1]([O:3][CH:4]([O:24][CH2:25][CH3:26])[CH2:5][CH2:6][NH:7][C:8]1[S:9][CH:10]=[C:11]([C:13]2[O:17][N:16]=[C:15]([C:18]3[CH:23]=[CH:22][CH:21]=[CH:20][CH:19]=3)[CH:14]=2)[N:12]=1)[CH3:2].C(N(C(C)C)CC)(C)C.[S:36]1[CH:40]=[CH:39][CH:38]=[C:37]1[C:41](Cl)=[O:42]. Product: [CH2:1]([O:3][CH:4]([O:24][CH2:25][CH3:26])[CH2:5][CH2:6][N:7]([C:8]1[S:9][CH:10]=[C:11]([C:13]2[O:17][N:16]=[C:15]([C:18]3[CH:23]=[CH:22][CH:21]=[CH:20][CH:19]=3)[CH:14]=2)[N:12]=1)[C:41]([C:37]1[S:36][CH:40]=[CH:39][CH:38]=1)=[O:42])[CH3:2]. The catalyst class is: 22. (7) The catalyst class is: 4. Reactant: Cl[C:2]1[C:3]2[CH:10]=[CH:9][S:8][C:4]=2[N:5]=[CH:6][N:7]=1.[CH3:11][S-:12].[Na+]. Product: [CH3:11][S:12][C:2]1[C:3]2[CH:10]=[CH:9][S:8][C:4]=2[N:5]=[CH:6][N:7]=1. (8) Reactant: [CH3:1][C:2]1[CH:7]=[CH:6][C:5]([NH2:8])=[CH:4][C:3]=1[NH:9][C:10]1[N:15]=[C:14]([C:16]2[CH:17]=[N:18][CH:19]=[CH:20][CH:21]=2)[CH:13]=[CH:12][N:11]=1.C[O:23][C:24](=O)[C:25]1[CH:30]=[CH:29][C:28]([CH:31]([Cl:33])[Cl:32])=[CH:27][CH:26]=1.C[Al](C)C. Product: [Cl:32][CH:31]([Cl:33])[C:28]1[CH:27]=[CH:26][C:25]([C:24]([NH:8][C:5]2[CH:6]=[CH:7][C:2]([CH3:1])=[C:3]([NH:9][C:10]3[N:15]=[C:14]([C:16]4[CH:17]=[N:18][CH:19]=[CH:20][CH:21]=4)[CH:13]=[CH:12][N:11]=3)[CH:4]=2)=[O:23])=[CH:30][CH:29]=1. The catalyst class is: 11. (9) Reactant: [F:1][C:2]1[CH:7]=[CH:6][C:5]([N+:8]([O-])=O)=[CH:4][C:3]=1[N:11]=[C:12]=[O:13].[NH:14]1[CH2:18][CH2:17][CH2:16][CH2:15]1. Product: [NH2:8][C:5]1[CH:6]=[CH:7][C:2]([F:1])=[C:3]([NH:11][C:12]([N:14]2[CH2:18][CH2:17][CH2:16][CH2:15]2)=[O:13])[CH:4]=1. The catalyst class is: 2. (10) Reactant: ClCC1C=C(OC)C(CCl)=CC=1OCCC(C)CCCC(C)C.[Cl:24][CH2:25][C:26]1[CH:31]=[C:30](OC)[C:29](CCl)=[CH:28][C:27]=1[C:36]1[CH:41]=[CH:40][CH:39]=[C:38]([O:42][CH2:43][CH2:44][CH:45]([CH3:52])[CH2:46][CH2:47][CH2:48][CH:49]([CH3:51])[CH3:50])[CH:37]=1. Product: [Cl:24][CH2:25][C:26]1[CH:31]=[CH:30][CH:29]=[CH:28][C:27]=1[C:36]1[CH:41]=[CH:40][CH:39]=[C:38]([O:42][CH2:43][CH2:44][CH:45]([CH3:52])[CH2:46][CH2:47][CH2:48][CH:49]([CH3:51])[CH3:50])[CH:37]=1. The catalyst class is: 12.